From a dataset of Buchwald-Hartwig C-N cross coupling reaction yields with 55,370 reactions. Predict the reaction yield, written as a fraction of the theoretical maximum amount of product (1.0 means a 100% yield; for example, 0.34 means a 34% yield). (1) The reactants are CCc1ccc(I)cc1.Cc1ccc(N)cc1.O=S(=O)(O[Pd]1c2ccccc2-c2ccccc2N~1)C(F)(F)F.CC(C)c1cc(C(C)C)c(-c2ccccc2P(C(C)(C)C)C(C)(C)C)c(C(C)C)c1.CCN=P(N=P(N(C)C)(N(C)C)N(C)C)(N(C)C)N(C)C.Cc1cc(-c2ccccc2)on1. No catalyst specified. The product is CCc1ccc(Nc2ccc(C)cc2)cc1. The yield is 0.646. (2) The reactants are Clc1cccnc1.Cc1ccc(N)cc1.O=S(=O)(O[Pd]1c2ccccc2-c2ccccc2N~1)C(F)(F)F.CC(C)c1cc(C(C)C)c(-c2ccccc2P(C2CCCCC2)C2CCCCC2)c(C(C)C)c1.CN1CCCN2CCCN=C12.Cc1cc(C)on1. No catalyst specified. The product is Cc1ccc(Nc2cccnc2)cc1. The yield is 0.134. (3) The reactants are FC(F)(F)c1ccc(Cl)cc1.Cc1ccc(N)cc1.O=S(=O)(O[Pd]1c2ccccc2-c2ccccc2N~1)C(F)(F)F.CC(C)c1cc(C(C)C)c(-c2ccccc2P(C(C)(C)C)C(C)(C)C)c(C(C)C)c1.CN1CCCN2CCCN=C12.COC(=O)c1cc(-c2cccs2)on1. No catalyst specified. The product is Cc1ccc(Nc2ccc(C(F)(F)F)cc2)cc1. The yield is 0.119. (4) The reactants are Ic1ccccn1.Cc1ccc(N)cc1.O=S(=O)(O[Pd]1c2ccccc2-c2ccccc2N~1)C(F)(F)F.COc1ccc(OC)c(P(C(C)(C)C)C(C)(C)C)c1-c1c(C(C)C)cc(C(C)C)cc1C(C)C.CN(C)C(=NC(C)(C)C)N(C)C.COC(=O)c1cc(-c2ccco2)on1. No catalyst specified. The product is Cc1ccc(Nc2ccccn2)cc1. The yield is 0.618. (5) The yield is 0.556. No catalyst specified. The reactants are Brc1cccnc1.Cc1ccc(N)cc1.O=S(=O)(O[Pd]1c2ccccc2-c2ccccc2N~1)C(F)(F)F.COc1ccc(OC)c(P(C(C)(C)C)C(C)(C)C)c1-c1c(C(C)C)cc(C(C)C)cc1C(C)C.CN(C)C(=NC(C)(C)C)N(C)C.CCOC(=O)c1cc(OC)no1. The product is Cc1ccc(Nc2cccnc2)cc1. (6) The reactants are FC(F)(F)c1ccc(I)cc1.Cc1ccc(N)cc1.O=S(=O)(O[Pd]1c2ccccc2-c2ccccc2N~1)C(F)(F)F.COc1ccc(OC)c(P(C(C)(C)C)C(C)(C)C)c1-c1c(C(C)C)cc(C(C)C)cc1C(C)C.CN1CCCN2CCCN=C12.Fc1cccc(F)c1-c1ccno1. No catalyst specified. The product is Cc1ccc(Nc2ccc(C(F)(F)F)cc2)cc1. The yield is 0.433. (7) No catalyst specified. The reactants are COc1ccc(Br)cc1.Cc1ccc(N)cc1.O=S(=O)(O[Pd]1c2ccccc2-c2ccccc2N~1)C(F)(F)F.COc1ccc(OC)c(P(C(C)(C)C)C(C)(C)C)c1-c1c(C(C)C)cc(C(C)C)cc1C(C)C.CN(C)C(=NC(C)(C)C)N(C)C.c1ccc(-c2cnoc2)cc1. The yield is 0.113. The product is COc1ccc(Nc2ccc(C)cc2)cc1. (8) The reactants are Ic1ccccn1.Cc1ccc(N)cc1.O=S(=O)(O[Pd]1c2ccccc2-c2ccccc2N~1)C(F)(F)F.COc1ccc(OC)c(P(C(C)(C)C)C(C)(C)C)c1-c1c(C(C)C)cc(C(C)C)cc1C(C)C.CN1CCCN2CCCN=C12.Cc1cc(-n2cccc2)no1. No catalyst specified. The product is Cc1ccc(Nc2ccccn2)cc1. The yield is 0.856. (9) The reactants are Brc1cccnc1.Cc1ccc(N)cc1.O=S(=O)(O[Pd]1c2ccccc2-c2ccccc2N~1)C(F)(F)F.CC(C)c1cc(C(C)C)c(-c2ccccc2P(C(C)(C)C)C(C)(C)C)c(C(C)C)c1.CN1CCCN2CCCN=C12.CCOC(=O)c1ccon1. No catalyst specified. The product is Cc1ccc(Nc2cccnc2)cc1. The yield is 0.858.